Dataset: Catalyst prediction with 721,799 reactions and 888 catalyst types from USPTO. Task: Predict which catalyst facilitates the given reaction. (1) Reactant: [C:1]([CH2:3][O:4][C:5]1[CH:10]=[CH:9][C:8]([S:11]([CH2:14][CH2:15][CH:16]2[CH2:21][CH2:20][N:19](C(OC(C)(C)C)=O)[CH2:18][CH2:17]2)(=[O:13])=[O:12])=[CH:7][CH:6]=1)#[N:2].[ClH:29].O1CCOCC1.C(OCC)C. Product: [ClH:29].[NH:19]1[CH2:20][CH2:21][CH:16]([CH2:15][CH2:14][S:11]([C:8]2[CH:7]=[CH:6][C:5]([O:4][CH2:3][C:1]#[N:2])=[CH:10][CH:9]=2)(=[O:12])=[O:13])[CH2:17][CH2:18]1. The catalyst class is: 12. (2) Reactant: [F:1][CH:2]1[CH2:7][N:6]([C:8]([O:10][C:11]([CH3:14])([CH3:13])[CH3:12])=[O:9])[CH2:5][CH:4]([C:15]([O:17]C)=[O:16])[CH2:3]1.[OH-].[Na+].Cl. Product: [C:11]([O:10][C:8]([N:6]1[CH2:7][CH:2]([F:1])[CH2:3][CH:4]([C:15]([OH:17])=[O:16])[CH2:5]1)=[O:9])([CH3:14])([CH3:12])[CH3:13]. The catalyst class is: 5. (3) Reactant: O.[ClH:2].[OH:3][C:4]([C:34]1[CH:39]=[CH:38][CH:37]=[CH:36][CH:35]=1)([C:28]1[CH:33]=[CH:32][CH:31]=[CH:30][CH:29]=1)[CH:5]1[CH2:10][CH2:9][N:8]([CH2:11][CH2:12][CH2:13][CH:14]([C:16]2[CH:21]=[CH:20][C:19]([C:22]([CH3:27])([CH3:26])[C:23]([OH:25])=[O:24])=[CH:18][CH:17]=2)[OH:15])[CH2:7][CH2:6]1. Product: [ClH:2].[OH:3][C:4]([C:34]1[CH:35]=[CH:36][CH:37]=[CH:38][CH:39]=1)([C:28]1[CH:29]=[CH:30][CH:31]=[CH:32][CH:33]=1)[CH:5]1[CH2:10][CH2:9][N:8]([CH2:11][CH2:12][CH2:13][CH:14]([C:16]2[CH:21]=[CH:20][C:19]([C:22]([CH3:27])([CH3:26])[C:23]([OH:25])=[O:24])=[CH:18][CH:17]=2)[OH:15])[CH2:7][CH2:6]1. The catalyst class is: 573. (4) Reactant: [OH:1][C@H:2]1[CH2:6][CH2:5][N:4]([C:7](=[O:10])[CH2:8][CH3:9])[CH2:3]1.[H-].[Na+].Cl[C:14]1[N:22]=[CH:21][N:20]=[C:19]2[C:15]=1[N:16]=[C:17]([S:24][CH3:25])[N:18]2[CH3:23].O. Product: [CH3:23][N:18]1[C:17]([S:24][CH3:25])=[N:16][C:15]2[C:19]1=[N:20][CH:21]=[N:22][C:14]=2[O:1][C@H:2]1[CH2:6][CH2:5][N:4]([C:7](=[O:10])[CH2:8][CH3:9])[CH2:3]1. The catalyst class is: 1. (5) Reactant: Br[CH2:2][CH2:3][CH:4]([C:9]1[S:10][C:11]2[CH:18]=[C:17]([O:19][CH3:20])[CH:16]=[CH:15][C:12]=2[C:13]=1[CH3:14])[CH2:5][CH2:6][CH2:7][CH3:8].[OH:21][C:22]1[CH:27]=[CH:26][C:25]([CH2:28][C:29]([O:31][CH2:32][CH3:33])=[O:30])=[CH:24][C:23]=1[O:34][CH3:35].C(=O)([O-])[O-].[Cs+].[Cs+]. Product: [CH3:14][C:13]1[C:12]2[CH:15]=[CH:16][C:17]([O:19][CH3:20])=[CH:18][C:11]=2[S:10][C:9]=1[CH:4]([CH2:5][CH2:6][CH2:7][CH3:8])[CH2:3][CH2:2][O:21][C:22]1[CH:27]=[CH:26][C:25]([CH2:28][C:29]([O:31][CH2:32][CH3:33])=[O:30])=[CH:24][C:23]=1[O:34][CH3:35]. The catalyst class is: 23.